This data is from Full USPTO retrosynthesis dataset with 1.9M reactions from patents (1976-2016). The task is: Predict the reactants needed to synthesize the given product. (1) Given the product [F:1][C:2]1[CH:3]=[CH:4][C:5]([C:11]([O:13][CH3:14])=[O:12])=[C:6]([S:21][C:15]2[CH:20]=[CH:19][CH:18]=[CH:17][CH:16]=2)[CH:7]=1, predict the reactants needed to synthesize it. The reactants are: [F:1][C:2]1[CH:3]=[CH:4][C:5]([C:11]([O:13][CH3:14])=[O:12])=[C:6](B(O)O)[CH:7]=1.[C:15]1([S:21]N2C(=O)C3C(=CC=CC=3)C2=O)[CH:20]=[CH:19][CH:18]=[CH:17][CH:16]=1. (2) Given the product [NH2:3][CH:12]1[CH2:13][CH2:14][C:15]([CH3:23])([C:18]([O:20][CH2:21][CH3:22])=[O:19])[CH2:16][CH2:17]1, predict the reactants needed to synthesize it. The reactants are: O=C1C2C(=CC=CC=2)C(=O)[N:3]1[CH:12]1[CH2:17][CH2:16][C:15]([CH3:23])([C:18]([O:20][CH2:21][CH3:22])=[O:19])[CH2:14][CH2:13]1.O.NN. (3) Given the product [CH2:28]([O:30][C:31]([C:33]1([C:36]2[CH:41]=[CH:40][C:39]([C:22]3[CH:23]=[CH:24][C:19]([C:18]4[O:17][N:16]=[C:15]([CH3:26])[C:14]=4[NH:13][C:12]([O:11][C@@H:9]([C:6]4[CH:7]=[CH:8][C:3]([O:2][CH3:1])=[CH:4][CH:5]=4)[CH3:10])=[O:27])=[CH:20][CH:21]=3)=[CH:38][CH:37]=2)[CH2:34][CH2:35]1)=[O:32])[CH3:29], predict the reactants needed to synthesize it. The reactants are: [CH3:1][O:2][C:3]1[CH:8]=[CH:7][C:6]([C@H:9]([O:11][C:12](=[O:27])[NH:13][C:14]2[C:15]([CH3:26])=[N:16][O:17][C:18]=2[C:19]2[CH:24]=[CH:23][C:22](Br)=[CH:21][CH:20]=2)[CH3:10])=[CH:5][CH:4]=1.[CH2:28]([O:30][C:31]([C:33]1([C:36]2[CH:41]=[CH:40][C:39](B3OC(C)(C)C(C)(C)O3)=[CH:38][CH:37]=2)[CH2:35][CH2:34]1)=[O:32])[CH3:29]. (4) Given the product [CH:6]1[C:7]2[C:8]3[C:9]4[CH:10]=[CH:11][CH:12]=[CH:13][C:14]=4[NH:15][C:16]=3[CH:17]=[CH:1][C:2]=2[CH:3]=[CH:4][CH:5]=1, predict the reactants needed to synthesize it. The reactants are: [CH:1]1[C:17]2[C:16]3[NH:15][C:14]4[CH:13]=[CH:12][CH:11]=[CH:10][C:9]=4[C:8]=3[CH:7]=[CH:6][C:5]=2[CH:4]=[CH:3][CH:2]=1.FC1C(F)=C(C2C=CC(C#N)=CC=2)C(F)=C(F)C=1C#N.[H-].[Na+].ClCCl.[Cl-].[Na+].O.